Dataset: Catalyst prediction with 721,799 reactions and 888 catalyst types from USPTO. Task: Predict which catalyst facilitates the given reaction. (1) Reactant: [Cl:1][C:2]1[CH:8]=[CH:7][C:5]([NH2:6])=[CH:4][C:3]=1[CH3:9].N1C=CC=CC=1.Cl[C:17]([O:19][C:20]1[CH:25]=[CH:24][CH:23]=[CH:22][CH:21]=1)=[O:18].Cl. Product: [Cl:1][C:2]1[CH:8]=[CH:7][C:5]([NH:6][C:17](=[O:18])[O:19][C:20]2[CH:25]=[CH:24][CH:23]=[CH:22][CH:21]=2)=[CH:4][C:3]=1[CH3:9]. The catalyst class is: 635. (2) Reactant: [Br:1][CH:2]([CH3:10])[CH:3](OCC)OCC.Cl.C([O-])(O)=O.[Na+].[NH2:17][C:18]1[CH:23]=[CH:22][C:21](Br)=[CH:20][N:19]=1. Product: [Br:1][C:2]1[CH:3]=[CH:23][C:18]2[N:17]([C:21]([CH3:22])=[CH:20][N:19]=2)[CH:10]=1. The catalyst class is: 5. (3) Reactant: [NH2:1][C:2]1[C:7]([N+:8]([O-:10])=[O:9])=[C:6]([CH3:11])[CH:5]=[CH:4][N:3]=1.[H-].[Na+].[C:14](O[C:14]([O:16][C:17]([CH3:20])([CH3:19])[CH3:18])=[O:15])([O:16][C:17]([CH3:20])([CH3:19])[CH3:18])=[O:15]. Product: [CH3:11][C:6]1[CH:5]=[CH:4][N:3]=[C:2]([NH:1][C:14](=[O:15])[O:16][C:17]([CH3:20])([CH3:19])[CH3:18])[C:7]=1[N+:8]([O-:10])=[O:9]. The catalyst class is: 7. (4) Reactant: [I:1][C:2]1[C:10]2[C:9]([C:11]#[N:12])=[CH:8][CH:7]=[CH:6][C:5]=2[NH:4][N:3]=1.[CH2:13]1[CH2:18][O:17][CH:16]=[CH:15][CH2:14]1.CC1C=CC(S(O)(=O)=O)=CC=1. Product: [I:1][C:2]1[C:10]2[C:9]([C:11]#[N:12])=[CH:8][CH:7]=[CH:6][C:5]=2[N:4]([CH:16]2[CH2:15][CH2:14][CH2:13][CH2:18][O:17]2)[N:3]=1. The catalyst class is: 1. (5) Product: [CH:7]12[N:6]([C:4]([O:3][CH2:1][CH3:2])=[O:5])[CH:11]([CH2:12][CH2:13]1)[CH2:10][CH:9]([C:14]([O:16][CH:22]1[CH2:21][CH2:20][CH2:19][CH:18]=[CH:17]1)=[O:15])[CH2:8]2. Reactant: [CH2:1]([O:3][C:4]([N:6]1[CH:11]2[CH2:12][CH2:13][CH:7]1[CH2:8][CH:9]([C:14]([OH:16])=[O:15])[CH2:10]2)=[O:5])[CH3:2].[CH:17]1(O)[CH2:22][CH2:21][CH2:20][CH:19]=[CH:18]1.C(Cl)CCl. The catalyst class is: 154. (6) Product: [NH2:39][C:21]1[CH:20]=[C:19]([CH2:18][N:11]([C:9]([O:8][CH2:1][C:2]2[CH:3]=[CH:4][CH:5]=[CH:6][CH:7]=2)=[O:10])[C@H:12]([C:14]([CH3:17])([CH3:16])[CH3:15])[CH3:13])[CH:24]=[CH:23][C:22]=1[NH:25][CH2:26][O:44][C:45]([N:42]1[CH2:4][CH2:3][CH2:2][CH2:1]1)=[O:46]. Reactant: [CH2:1]([O:8][C:9]([N:11]([CH2:18][C:19]1[CH:24]=[CH:23][C:22]([NH:25][CH2:26][C@@H]2CCCN2C(OC(C)(C)C)=O)=[C:21]([N+:39]([O-])=O)[CH:20]=1)[C@H:12]([C:14]([CH3:17])([CH3:16])[CH3:15])[CH3:13])=[O:10])[C:2]1[CH:7]=[CH:6][CH:5]=[CH:4][CH:3]=1.[NH4+:42].[Cl-].[OH2:44].[CH3:45][OH:46]. The catalyst class is: 401.